Dataset: Forward reaction prediction with 1.9M reactions from USPTO patents (1976-2016). Task: Predict the product of the given reaction. (1) Given the reactants [Cl:1][C:2]1[CH:3]=[C:4]([Cl:19])[C:5]2[O:9][C:8]([C:10]3[CH:15]=[CH:14][C:13]([O:16]C)=[CH:12][CH:11]=3)=[CH:7][C:6]=2[CH:18]=1.Cl.N1C=CC=CC=1, predict the reaction product. The product is: [Cl:1][C:2]1[CH:3]=[C:4]([Cl:19])[C:5]2[O:9][C:8]([C:10]3[CH:11]=[CH:12][C:13]([OH:16])=[CH:14][CH:15]=3)=[CH:7][C:6]=2[CH:18]=1. (2) Given the reactants [F:1][C:2]1[CH:7]=[CH:6][C:5](/[C:8](/[CH2:22]O)=[CH:9]\[C:10]2[CH:15]=[CH:14][C:13]([CH:16]=[CH:17][C:18]([O:20][CH3:21])=[O:19])=[CH:12][CH:11]=2)=[CH:4][CH:3]=1.[CH:24]1([NH2:27])[CH2:26][CH2:25]1.CO.[BH4-].[Na+], predict the reaction product. The product is: [CH:24]1([NH:27][CH2:22]/[C:8](/[C:5]2[CH:6]=[CH:7][C:2]([F:1])=[CH:3][CH:4]=2)=[CH:9]/[C:10]2[CH:15]=[CH:14][C:13]([CH:16]=[CH:17][C:18]([O:20][CH3:21])=[O:19])=[CH:12][CH:11]=2)[CH2:26][CH2:25]1. (3) Given the reactants [C:1]([O:5][C:6]([NH:8][C@H:9]([CH2:14][C:15]1[CH:20]=[C:19]([F:21])[C:18]([F:22])=[CH:17][C:16]=1[F:23])[CH2:10][C:11]([OH:13])=O)=[O:7])([CH3:4])([CH3:3])[CH3:2].C1C=CC2N(O)N=NC=2C=1.C(Cl)CCl.CCN(C(C)C)C(C)C.[CH3:47][N:48]1[C:54]2[CH:55]=[CH:56][CH:57]=[CH:58][C:53]=2[CH2:52][NH:51][CH2:50][C:49]1=[O:59], predict the reaction product. The product is: [C:1]([O:5][C:6](=[O:7])[NH:8][C@H:9]([CH2:14][C:15]1[CH:20]=[C:19]([F:21])[C:18]([F:22])=[CH:17][C:16]=1[F:23])[CH2:10][C:11]([N:51]1[CH2:52][C:53]2[CH:58]=[CH:57][CH:56]=[CH:55][C:54]=2[N:48]([CH3:47])[C:49](=[O:59])[CH2:50]1)=[O:13])([CH3:2])([CH3:3])[CH3:4].